From a dataset of TCR-epitope binding with 47,182 pairs between 192 epitopes and 23,139 TCRs. Binary Classification. Given a T-cell receptor sequence (or CDR3 region) and an epitope sequence, predict whether binding occurs between them. (1) The epitope is RPRGEVRFL. The TCR CDR3 sequence is CASSLTIGGNQPQHF. Result: 0 (the TCR does not bind to the epitope). (2) Result: 1 (the TCR binds to the epitope). The epitope is ILHCANFNV. The TCR CDR3 sequence is CASSLWAGAYEQYF. (3) The epitope is TLVPQEHYV. The TCR CDR3 sequence is CASRRLDLNTEAFF. Result: 1 (the TCR binds to the epitope). (4) The epitope is SEVGPEHSLAEY. The TCR CDR3 sequence is CASSLWGVREAFF. Result: 0 (the TCR does not bind to the epitope).